The task is: Predict the product of the given reaction.. This data is from Forward reaction prediction with 1.9M reactions from USPTO patents (1976-2016). Given the reactants C(N(CC)CC)C.FC(F)(F)C(O)=O.[NH:15]1[CH2:20][CH2:19][CH2:18]/[C:17](=[CH:21]\[C:22]([OH:24])=[O:23])/[CH2:16]1.[F:25][C:26]([F:39])([F:38])[O:27][C:28]1[CH:33]=[CH:32][C:31]([S:34](Cl)(=[O:36])=[O:35])=[CH:30][CH:29]=1, predict the reaction product. The product is: [F:39][C:26]([F:25])([F:38])[O:27][C:28]1[CH:33]=[CH:32][C:31]([S:34]([N:15]2[CH2:20][CH2:19][CH2:18]/[C:17](=[CH:21]\[C:22]([OH:24])=[O:23])/[CH2:16]2)(=[O:36])=[O:35])=[CH:30][CH:29]=1.